This data is from Peptide-MHC class I binding affinity with 185,985 pairs from IEDB/IMGT. The task is: Regression. Given a peptide amino acid sequence and an MHC pseudo amino acid sequence, predict their binding affinity value. This is MHC class I binding data. (1) The peptide sequence is FQRQNGQFI. The MHC is H-2-Db with pseudo-sequence H-2-Db. The binding affinity (normalized) is 0.217. (2) The peptide sequence is LLFNKVTLA. The MHC is HLA-A02:06 with pseudo-sequence HLA-A02:06. The binding affinity (normalized) is 0.797. (3) The peptide sequence is VSRDFDDVY. The MHC is HLA-A26:01 with pseudo-sequence HLA-A26:01. The binding affinity (normalized) is 0.0847.